From a dataset of Reaction yield outcomes from USPTO patents with 853,638 reactions. Predict the reaction yield, written as a fraction of the theoretical maximum amount of product (1.0 means a 100% yield; for example, 0.34 means a 34% yield). (1) The reactants are [C:1]1([CH3:11])[CH:6]=[CH:5][C:4]([S:7](Cl)(=[O:9])=[O:8])=[CH:3][CH:2]=1.[CH2:12]([N:15]([CH2:25][CH:26]=[CH2:27])[CH2:16][CH2:17][CH2:18][CH2:19][CH2:20][CH2:21][CH2:22][CH2:23][OH:24])[CH:13]=[CH2:14].N1C=CC=CC=1.O. The catalyst is C(Cl)(Cl)Cl. The product is [CH2:25]([N:15]([CH2:12][CH:13]=[CH2:14])[CH2:16][CH2:17][CH2:18][CH2:19][CH2:20][CH2:21][CH2:22][CH2:23][O:24][S:7]([C:4]1[CH:5]=[CH:6][C:1]([CH3:11])=[CH:2][CH:3]=1)(=[O:9])=[O:8])[CH:26]=[CH2:27]. The yield is 0.400. (2) The reactants are CC(OC([NH:8][CH:9]1[CH2:14][CH2:13][CH:12]([C:15]([OH:17])=[O:16])[CH2:11][CH2:10]1)=O)(C)C.[CH3:18]OC(OC)(C)C.Cl.CCOCC. The catalyst is CO. The product is [CH3:18][O:17][C:15]([CH:12]1[CH2:11][CH2:10][CH:9]([NH2:8])[CH2:14][CH2:13]1)=[O:16]. The yield is 0.840. (3) The reactants are [CH:1]([C@H:14]1[CH2:19][C@H:18](OS(C)(=O)=O)[CH2:17][CH2:16][O:15]1)([C:8]1[CH:13]=[CH:12][CH:11]=[CH:10][CH:9]=1)[C:2]1[CH:7]=[CH:6][CH:5]=[CH:4][CH:3]=1.[N-:25]=[N+:26]=[N-:27].[Na+]. The catalyst is CN(C=O)C.C(OCC)C. The product is [N:25]([C@H:18]1[CH2:17][CH2:16][O:15][C@@H:14]([CH:1]([C:8]2[CH:13]=[CH:12][CH:11]=[CH:10][CH:9]=2)[C:2]2[CH:7]=[CH:6][CH:5]=[CH:4][CH:3]=2)[CH2:19]1)=[N+:26]=[N-:27]. The yield is 0.827.